This data is from NCI-60 drug combinations with 297,098 pairs across 59 cell lines. The task is: Regression. Given two drug SMILES strings and cell line genomic features, predict the synergy score measuring deviation from expected non-interaction effect. (1) Drug 1: CC1=C(N=C(N=C1N)C(CC(=O)N)NCC(C(=O)N)N)C(=O)NC(C(C2=CN=CN2)OC3C(C(C(C(O3)CO)O)O)OC4C(C(C(C(O4)CO)O)OC(=O)N)O)C(=O)NC(C)C(C(C)C(=O)NC(C(C)O)C(=O)NCCC5=NC(=CS5)C6=NC(=CS6)C(=O)NCCC[S+](C)C)O. Drug 2: C(CC(=O)O)C(=O)CN.Cl. Cell line: SK-MEL-28. Synergy scores: CSS=3.76, Synergy_ZIP=0.598, Synergy_Bliss=2.18, Synergy_Loewe=0.510, Synergy_HSA=0.688. (2) Drug 1: CNC(=O)C1=CC=CC=C1SC2=CC3=C(C=C2)C(=NN3)C=CC4=CC=CC=N4. Drug 2: CC1=C(C=C(C=C1)NC2=NC=CC(=N2)N(C)C3=CC4=NN(C(=C4C=C3)C)C)S(=O)(=O)N.Cl. Cell line: NCI-H226. Synergy scores: CSS=8.30, Synergy_ZIP=-1.42, Synergy_Bliss=1.74, Synergy_Loewe=0.517, Synergy_HSA=1.13. (3) Drug 2: CC1C(C(CC(O1)OC2CC(OC(C2O)C)OC3=CC4=CC5=C(C(=O)C(C(C5)C(C(=O)C(C(C)O)O)OC)OC6CC(C(C(O6)C)O)OC7CC(C(C(O7)C)O)OC8CC(C(C(O8)C)O)(C)O)C(=C4C(=C3C)O)O)O)O. Cell line: PC-3. Drug 1: CC1=C(C=C(C=C1)NC2=NC=CC(=N2)N(C)C3=CC4=NN(C(=C4C=C3)C)C)S(=O)(=O)N.Cl. Synergy scores: CSS=-0.267, Synergy_ZIP=0.0109, Synergy_Bliss=-1.53, Synergy_Loewe=0.239, Synergy_HSA=-1.17. (4) Drug 1: C1CC(C1)(C(=O)O)C(=O)O.[NH2-].[NH2-].[Pt+2]. Drug 2: C1C(C(OC1N2C=NC3=C2NC=NCC3O)CO)O. Cell line: HL-60(TB). Synergy scores: CSS=23.0, Synergy_ZIP=0.130, Synergy_Bliss=-4.48, Synergy_Loewe=-5.70, Synergy_HSA=-7.07. (5) Drug 1: CC1C(C(CC(O1)OC2CC(CC3=C2C(=C4C(=C3O)C(=O)C5=C(C4=O)C(=CC=C5)OC)O)(C(=O)C)O)N)O.Cl. Drug 2: CC(C)(C#N)C1=CC(=CC(=C1)CN2C=NC=N2)C(C)(C)C#N. Cell line: OVCAR3. Synergy scores: CSS=4.82, Synergy_ZIP=-6.53, Synergy_Bliss=-5.46, Synergy_Loewe=-6.17, Synergy_HSA=-6.10. (6) Drug 1: CNC(=O)C1=CC=CC=C1SC2=CC3=C(C=C2)C(=NN3)C=CC4=CC=CC=N4. Drug 2: CC(C)CN1C=NC2=C1C3=CC=CC=C3N=C2N. Cell line: UACC-257. Synergy scores: CSS=-4.09, Synergy_ZIP=0.958, Synergy_Bliss=-3.99, Synergy_Loewe=-6.28, Synergy_HSA=-5.88. (7) Drug 1: C1=NC2=C(N1)C(=S)N=C(N2)N. Drug 2: CCCCCOC(=O)NC1=NC(=O)N(C=C1F)C2C(C(C(O2)C)O)O. Cell line: MOLT-4. Synergy scores: CSS=51.7, Synergy_ZIP=3.63, Synergy_Bliss=1.85, Synergy_Loewe=-34.8, Synergy_HSA=2.46. (8) Drug 1: C#CCC(CC1=CN=C2C(=N1)C(=NC(=N2)N)N)C3=CC=C(C=C3)C(=O)NC(CCC(=O)O)C(=O)O. Drug 2: C1C(C(OC1N2C=NC(=NC2=O)N)CO)O. Cell line: OVCAR-4. Synergy scores: CSS=16.1, Synergy_ZIP=-0.801, Synergy_Bliss=-0.324, Synergy_Loewe=3.17, Synergy_HSA=3.36. (9) Drug 1: CS(=O)(=O)C1=CC(=C(C=C1)C(=O)NC2=CC(=C(C=C2)Cl)C3=CC=CC=N3)Cl. Drug 2: CC1=CC2C(CCC3(C2CCC3(C(=O)C)OC(=O)C)C)C4(C1=CC(=O)CC4)C. Cell line: BT-549. Synergy scores: CSS=12.5, Synergy_ZIP=0.440, Synergy_Bliss=5.09, Synergy_Loewe=1.61, Synergy_HSA=2.69.